This data is from Reaction yield outcomes from USPTO patents with 853,638 reactions. The task is: Predict the reaction yield, written as a fraction of the theoretical maximum amount of product (1.0 means a 100% yield; for example, 0.34 means a 34% yield). (1) The reactants are [CH2:1]([O:3][C:4]([C:6]1[C:7]([CH3:19])=[N:8][C:9]([N:13]2[CH2:18][CH2:17][O:16][CH2:15][CH2:14]2)=[CH:10][C:11]=1Cl)=[O:5])[CH3:2].[CH3:20][CH2:21][SH:22].C(=O)([O-])[O-].[K+].[K+]. The catalyst is CN(C)C=O. The product is [CH2:1]([O:3][C:4]([C:6]1[C:7]([CH3:19])=[N:8][C:9]([N:13]2[CH2:18][CH2:17][O:16][CH2:15][CH2:14]2)=[CH:10][C:11]=1[S:22][CH2:21][CH3:20])=[O:5])[CH3:2]. The yield is 0.770. (2) The reactants are C(N(CC)CC)C.[NH2:8][CH2:9][CH2:10][CH2:11][CH2:12][S:13]([C:16]1[CH:21]=[CH:20][CH:19]=[C:18]([N+:22]([O-:24])=[O:23])[CH:17]=1)(=[NH:15])=[O:14].[Br:25][C:26]1[C:27](Cl)=[N:28][C:29]([Cl:32])=[N:30][CH:31]=1. The catalyst is C(#N)C.[Cl-].[Na+].O. The product is [Br:25][C:26]1[C:27]([NH:8][CH2:9][CH2:10][CH2:11][CH2:12][S:13]([C:16]2[CH:21]=[CH:20][CH:19]=[C:18]([N+:22]([O-:24])=[O:23])[CH:17]=2)(=[NH:15])=[O:14])=[N:28][C:29]([Cl:32])=[N:30][CH:31]=1. The yield is 0.700. (3) The reactants are [F:1][C:2]1[CH:7]=[CH:6][C:5]([C:8]([CH3:14])([CH3:13])[C:9]([O:11]C)=[O:10])=[CH:4][C:3]=1[O:15][CH3:16]. The catalyst is CO.[OH-].[Na+].O. The product is [F:1][C:2]1[CH:7]=[CH:6][C:5]([C:8]([CH3:14])([CH3:13])[C:9]([OH:11])=[O:10])=[CH:4][C:3]=1[O:15][CH3:16]. The yield is 0.840. (4) The reactants are [F:1][C:2]1[CH:3]=[CH:4][C:5]([C:8]2[C:12](/[CH:13]=[CH:14]/[C:15]3[S:16][C:17]([C:20]([OH:22])=O)=[CH:18][N:19]=3)=[C:11]([CH3:23])[O:10][N:9]=2)=[N:6][CH:7]=1.[NH2:24][CH2:25][CH:26]1[CH2:28][CH2:27]1. No catalyst specified. The product is [CH:26]1([CH2:25][NH:24][C:20]([C:17]2[S:16][C:15](/[CH:14]=[CH:13]/[C:12]3[C:8]([C:5]4[CH:4]=[CH:3][C:2]([F:1])=[CH:7][N:6]=4)=[N:9][O:10][C:11]=3[CH3:23])=[N:19][CH:18]=2)=[O:22])[CH2:28][CH2:27]1. The yield is 0.580. (5) The reactants are O[CH2:2][C:3]1[CH:4]=[CH:5][C:6]([NH:9][C:10](=[O:29])[C:11]2[CH:16]=[C:15]([O:17][CH2:18][CH2:19][C:20]3[CH:24]=[CH:23][S:22][CH:21]=3)[CH:14]=[C:13]([O:25][CH:26]([CH3:28])[CH3:27])[CH:12]=2)=[N:7][CH:8]=1.C1(P(C2C=CC=CC=2)C2C=CC=CC=2)C=CC=CC=1.C(Br)(Br)(Br)[Br:50]. The catalyst is C1COCC1.C(OCC)C. The product is [Br:50][CH2:2][C:3]1[CH:4]=[CH:5][C:6]([NH:9][C:10](=[O:29])[C:11]2[CH:16]=[C:15]([O:17][CH2:18][CH2:19][C:20]3[CH:24]=[CH:23][S:22][CH:21]=3)[CH:14]=[C:13]([O:25][CH:26]([CH3:28])[CH3:27])[CH:12]=2)=[N:7][CH:8]=1. The yield is 1.01. (6) The reactants are S([N:11]1[C:15]2=[N:16][CH:17]=[C:18]([NH:20][C:21]3[N:37]=[C:24]4[CH:25]=[CH:26][CH:27]=[C:28]([CH2:29][N:30]5[CH2:35][CH2:34][NH:33][C:32](=[O:36])[CH2:31]5)[N:23]4[N:22]=3)[CH:19]=[C:14]2[CH:13]=[CH:12]1)(C1C=CC(C)=CC=1)(=O)=O.C1(P(C2C=CC=CC=2)C2C3OC4C(=CC=CC=4P(C4C=CC=CC=4)C4C=CC=CC=4)C(C)(C)C=3C=CC=2)C=CC=CC=1.BrC1C=C2C=CN(S(C3C=CC(C)=CC=3)(=O)=O)C2=NC=1.C(=O)([O-])[O-].[Cs+].[Cs+]. The catalyst is O1CCOCC1.C(#N)C.C1C=CC(/C=C/C(/C=C/C2C=CC=CC=2)=O)=CC=1.C1C=CC(/C=C/C(/C=C/C2C=CC=CC=2)=O)=CC=1.C1C=CC(/C=C/C(/C=C/C2C=CC=CC=2)=O)=CC=1.[Pd].[Pd]. The product is [NH:11]1[C:15]2=[N:16][CH:17]=[C:18]([NH:20][C:21]3[N:37]=[C:24]4[CH:25]=[CH:26][CH:27]=[C:28]([CH2:29][N:30]5[CH2:35][CH2:34][NH:33][C:32](=[O:36])[CH2:31]5)[N:23]4[N:22]=3)[CH:19]=[C:14]2[CH:13]=[CH:12]1. The yield is 0.570.